This data is from Full USPTO retrosynthesis dataset with 1.9M reactions from patents (1976-2016). The task is: Predict the reactants needed to synthesize the given product. (1) Given the product [F:10][C:11]1[CH:16]=[CH:15][C:14]([S:17]([C@@:20]2([C:32]3[CH:37]=[CH:36][C:35]([C:38]([F:7])([C:43]([F:46])([F:45])[F:44])[C:39]([F:41])([F:40])[F:42])=[CH:34][CH:33]=3)[CH2:24][CH2:23][N:22]([C:25]([O:27][C:28]([CH3:29])([CH3:30])[CH3:31])=[O:26])[CH2:21]2)(=[O:18])=[O:19])=[CH:13][CH:12]=1, predict the reactants needed to synthesize it. The reactants are: C(N(S(F)(F)[F:7])CC)C.[F:10][C:11]1[CH:16]=[CH:15][C:14]([S:17]([C@@:20]2([C:32]3[CH:37]=[CH:36][C:35]([C:38](O)([C:43]([F:46])([F:45])[F:44])[C:39]([F:42])([F:41])[F:40])=[CH:34][CH:33]=3)[CH2:24][CH2:23][N:22]([C:25]([O:27][C:28]([CH3:31])([CH3:30])[CH3:29])=[O:26])[CH2:21]2)(=[O:19])=[O:18])=[CH:13][CH:12]=1. (2) Given the product [CH2:55]([O:62][C:63]1[CH:90]=[CH:89][C:88]([N:12]2[CH2:11][CH2:10][CH:9]([O:8][Si:1]([C:4]([CH3:7])([CH3:6])[CH3:5])([CH3:3])[CH3:2])[CH2:14][CH2:13]2)=[CH:87][C:64]=1[C:65]([NH:67][C:68]1[CH:80]=[C:79]([C:81]2[CH:86]=[CH:85][CH:84]=[CH:83][CH:82]=2)[CH:78]=[CH:77][C:69]=1[C:70]([O:72][C:73]([CH3:76])([CH3:75])[CH3:74])=[O:71])=[O:66])[C:56]1[CH:57]=[CH:58][CH:59]=[CH:60][CH:61]=1, predict the reactants needed to synthesize it. The reactants are: [Si:1]([O:8][CH:9]1[CH2:14][CH2:13][NH:12][CH2:11][CH2:10]1)([C:4]([CH3:7])([CH3:6])[CH3:5])([CH3:3])[CH3:2].C(=O)([O-])[O-].[Cs+].[Cs+].C1(P(C2CCCCC2)C2C=CC=CC=2C2C(C(C)C)=CC(C(C)C)=CC=2C(C)C)CCCCC1.[CH2:55]([O:62][C:63]1[CH:90]=[CH:89][C:88](Br)=[CH:87][C:64]=1[C:65]([NH:67][C:68]1[CH:80]=[C:79]([C:81]2[CH:86]=[CH:85][CH:84]=[CH:83][CH:82]=2)[CH:78]=[CH:77][C:69]=1[C:70]([O:72][C:73]([CH3:76])([CH3:75])[CH3:74])=[O:71])=[O:66])[C:56]1[CH:61]=[CH:60][CH:59]=[CH:58][CH:57]=1. (3) The reactants are: [Cl-].[C:2]([IH+:6]([C:13]([CH3:16])([CH3:15])[CH3:14])[C:7]1[CH:12]=[CH:11][CH:10]=[CH:9][CH:8]=1)([CH3:5])([CH3:4])[CH3:3].C([O-])([O-])(OCC)C.[F:24][C:25]1[C:30]([S:31]([OH:34])(=[O:33])=[O:32])=[C:29]([F:35])[C:28]([F:36])=[C:27]([F:37])[C:26]=1[F:38]. Given the product [F:24][C:25]1[C:30]([S:31]([O-:34])(=[O:33])=[O:32])=[C:29]([F:35])[C:28]([F:36])=[C:27]([F:37])[C:26]=1[F:38].[C:13]([IH+:6]([C:2]([CH3:5])([CH3:4])[CH3:3])[C:7]1[CH:12]=[CH:11][CH:10]=[CH:9][CH:8]=1)([CH3:16])([CH3:15])[CH3:14], predict the reactants needed to synthesize it. (4) Given the product [CH3:20][CH:21]([CH3:28])[CH2:22][CH2:23][CH2:24][C:25]1[S:27][CH:2]=[C:3]([C:5]2[CH:19]=[CH:18][C:8]([C:9]([NH:11][CH2:12][CH2:13][C:14]([F:17])([F:16])[F:15])=[O:10])=[CH:7][CH:6]=2)[N:26]=1, predict the reactants needed to synthesize it. The reactants are: Br[CH2:2][C:3]([C:5]1[CH:19]=[CH:18][C:8]([C:9]([NH:11][CH2:12][CH2:13][C:14]([F:17])([F:16])[F:15])=[O:10])=[CH:7][CH:6]=1)=O.[CH3:20][CH:21]([CH3:28])[CH2:22][CH2:23][CH2:24][C:25](=[S:27])[NH2:26]. (5) Given the product [F:1][C:2]1[CH:9]=[C:8]([CH2:10][OH:12])[CH:7]=[CH:6][C:3]=1[C:4]#[N:5], predict the reactants needed to synthesize it. The reactants are: [F:1][C:2]1[CH:9]=[C:8]([CH:10]=C)[CH:7]=[CH:6][C:3]=1[C:4]#[N:5].[O:12]=[O+][O-].[BH4-].[Na+]. (6) Given the product [C:56]([C:53]1([C:6]2[CH:7]=[CH:8][C:9]([C:12]3[C:13]([CH3:43])([CH3:42])[C@H:14]4[C@:27]([CH3:30])([CH2:28][CH:29]=3)[C@@H:26]3[C@:17]([CH3:41])([C@@:18]5([CH3:40])[C@H:23]([CH2:24][CH2:25]3)[C@H:22]3[C@H:31]([C:34]([CH3:36])=[CH2:35])[CH2:32][CH2:33][C@:21]3([C:37]([OH:39])=[O:38])[CH2:20][CH2:19]5)[CH2:16][CH2:15]4)=[CH:10][CH:11]=2)[CH2:55][CH2:54]1)([OH:58])=[O:57], predict the reactants needed to synthesize it. The reactants are: C(CC[C:6]1[CH:11]=[CH:10][C:9]([C:12]2[C:13]([CH3:43])([CH3:42])[C@H:14]3[C@:27]([CH3:30])([CH2:28][CH:29]=2)[C@@H:26]2[C@:17]([CH3:41])([C@@:18]4([CH3:40])[C@H:23]([CH2:24][CH2:25]2)[C@H:22]2[C@H:31]([C:34]([CH3:36])=[CH2:35])[CH2:32][CH2:33][C@:21]2([C:37]([OH:39])=[O:38])[CH2:20][CH2:19]4)[CH2:16][CH2:15]3)=[CH:8][CH:7]=1)(O)=O.B(C1C=CC([C:53]2([C:56]([OH:58])=[O:57])[CH2:55][CH2:54]2)=CC=1)(O)O.B(O)O. (7) The reactants are: [CH3:1][C@@:2]12[C:22]([CH3:24])([CH3:23])[C@@H:5]([C:6]3[C:7](=[O:21])[N:8]([C:11]4[CH:16]=[CH:15][CH:14]=[CH:13][C:12]=4[C:17]([F:20])([F:19])[F:18])[NH:9][C:10]=31)[CH2:4][CH2:3]2.I[CH3:26].O. Given the product [CH3:26][N:9]1[C:10]2[C@@:2]3([CH3:1])[C:22]([CH3:24])([CH3:23])[C@H:5]([CH2:4][CH2:3]3)[C:6]=2[C:7](=[O:21])[N:8]1[C:11]1[CH:16]=[CH:15][CH:14]=[CH:13][C:12]=1[C:17]([F:18])([F:19])[F:20], predict the reactants needed to synthesize it. (8) Given the product [CH:1]1([N:5]([C:22]2[CH:27]=[CH:26][CH:25]=[C:24]([F:28])[CH:23]=2)[S:6]([C:9]2[CH:14]=[CH:13][C:12]([O:15][CH:16]3[CH2:17][CH2:18][N:19]([S:39]([CH3:38])(=[O:41])=[O:40])[CH2:20][CH2:21]3)=[CH:11][CH:10]=2)(=[O:8])=[O:7])[CH2:4][CH2:3][CH2:2]1, predict the reactants needed to synthesize it. The reactants are: [CH:1]1([N:5]([C:22]2[CH:27]=[CH:26][CH:25]=[C:24]([F:28])[CH:23]=2)[S:6]([C:9]2[CH:14]=[CH:13][C:12]([O:15][CH:16]3[CH2:21][CH2:20][NH:19][CH2:18][CH2:17]3)=[CH:11][CH:10]=2)(=[O:8])=[O:7])[CH2:4][CH2:3][CH2:2]1.CCN(C(C)C)C(C)C.[CH3:38][S:39](Cl)(=[O:41])=[O:40].O. (9) Given the product [C:7]([CH:9]=[CH:31][CH:27]1[CH2:28][CH2:29][CH2:30][CH:25]([NH:24][C:23](=[O:33])[O:22][C:18]([CH3:21])([CH3:20])[CH3:19])[CH2:26]1)#[N:8], predict the reactants needed to synthesize it. The reactants are: CC(C)([O-])C.[K+].[C:7]([CH2:9]P(=O)(OCC)OCC)#[N:8].[C:18]([O:22][C:23](=[O:33])[NH:24][CH:25]1[CH2:30][CH2:29][CH2:28][CH:27]([CH:31]=O)[CH2:26]1)([CH3:21])([CH3:20])[CH3:19].